From a dataset of Experimentally validated miRNA-target interactions with 360,000+ pairs, plus equal number of negative samples. Binary Classification. Given a miRNA mature sequence and a target amino acid sequence, predict their likelihood of interaction. The miRNA is hsa-miR-6085 with sequence AAGGGGCUGGGGGAGCACA. The protein sequence of the target gene is MGCTLSAEDKAAVERSKMIDRNLREDGEKAAKEVKLLLLGAGESGKSTIVKQMKIIHEDGYSEDECKQYKVVVYSNTIQSIIAIIRAMGRLKIDFGESARADDARQLFVLAGSAEEGVMTSELAGVIKRLWRDGGVQACFSRSREYQLNDSASYYLNDLDRISQTNYIPTQQDVLRTRVKTTGIVETHFTFKELYFKMFDVGGQRSERKKWIHCFEGVTAIIFCVALSDYDLVLAEDEEMNRMHESMKLFDSICNNKWFTDTSIILFLNKKDLFEEKIKRSPLTICYPEYTGSNTYEEAA.... Result: 0 (no interaction).